From a dataset of Catalyst prediction with 721,799 reactions and 888 catalyst types from USPTO. Predict which catalyst facilitates the given reaction. (1) Reactant: S(Cl)([Cl:3])=O.[CH:5]([C:7]1[CH:12]=[CH:11][CH:10]=[CH:9][C:8]=1[S:13]([O-:16])(=O)=[O:14])=[O:6].[Na+].CN(C=O)C. Product: [CH:5]([C:7]1[CH:12]=[CH:11][CH:10]=[CH:9][C:8]=1[S:13]([Cl:3])(=[O:16])=[O:14])=[O:6]. The catalyst class is: 6. (2) Reactant: [CH3:1][O:2][C:3]([C:5]1[O:9][CH:8]=[N:7][CH:6]=1)=[O:4].[Li+].C[Si]([N-][Si](C)(C)C)(C)C.[Cl:20]C(Cl)(Cl)C(Cl)(Cl)Cl. Product: [CH3:1][O:2][C:3]([C:5]1[O:9][C:8]([Cl:20])=[N:7][CH:6]=1)=[O:4]. The catalyst class is: 387. (3) Reactant: C[O:2][C:3](=[O:38])[CH:4]([C:31]1[CH:36]=[CH:35][CH:34]=[CH:33][C:32]=1[Cl:37])[N:5]1[CH:9]=[C:8]([CH2:10][N:11]2[C:15](=[O:16])[N:14]([CH2:17][C@H:18]([OH:23])[C:19]([F:22])([F:21])[F:20])[C:13]([C:24]3[CH:29]=[CH:28][C:27]([Cl:30])=[CH:26][CH:25]=3)=[N:12]2)[N:7]=[N:6]1.[OH-].[Li+]. Product: [Cl:37][C:32]1[CH:33]=[CH:34][CH:35]=[CH:36][C:31]=1[CH:4]([N:5]1[CH:9]=[C:8]([CH2:10][N:11]2[C:15](=[O:16])[N:14]([CH2:17][C@H:18]([OH:23])[C:19]([F:22])([F:21])[F:20])[C:13]([C:24]3[CH:25]=[CH:26][C:27]([Cl:30])=[CH:28][CH:29]=3)=[N:12]2)[N:7]=[N:6]1)[C:3]([OH:38])=[O:2]. The catalyst class is: 5. (4) Reactant: [S:1](O[S:1]([C:4]([F:7])([F:6])[F:5])(=[O:3])=[O:2])([C:4]([F:7])([F:6])[F:5])(=[O:3])=[O:2].N1C=CC=CC=1.[NH2:22][C:23]1[CH:28]=[CH:27][C:26]([C:29](=[O:31])[CH3:30])=[CH:25][C:24]=1[O:32][CH3:33].O. Product: [C:29]([C:26]1[CH:27]=[CH:28][C:23]([NH:22][S:1]([C:4]([F:7])([F:6])[F:5])(=[O:3])=[O:2])=[C:24]([O:32][CH3:33])[CH:25]=1)(=[O:31])[CH3:30]. The catalyst class is: 2. (5) Reactant: [NH2:1][C@H:2]1[CH2:6][CH2:5][N:4]([C:7]([O:9][C:10]([CH3:13])([CH3:12])[CH3:11])=[O:8])[CH2:3]1.[H-].[Na+].Cl[C:17]1[C:26]2[C:21](=[CH:22][CH:23]=[CH:24][CH:25]=2)[CH:20]=[C:19]([C:27]#[N:28])[N:18]=1. Product: [C:27]([C:19]1[N:18]=[C:17]([NH:1][C@H:2]2[CH2:6][CH2:5][N:4]([C:7]([O:9][C:10]([CH3:13])([CH3:12])[CH3:11])=[O:8])[CH2:3]2)[C:26]2[C:21]([CH:20]=1)=[CH:22][CH:23]=[CH:24][CH:25]=2)#[N:28]. The catalyst class is: 37. (6) Reactant: [F:1][CH:2]([F:14])[CH2:3][N:4]1[CH2:9][CH2:8][N:7]2[N:10]=[C:11]([NH2:13])[CH:12]=[C:6]2[CH2:5]1.Br[C:16]1[C:17](=[O:24])[N:18]([CH3:23])[CH:19]=[C:20]([Br:22])[CH:21]=1.C(=O)([O-])[O-].[Cs+].[Cs+].CC1(C)C2C(=C(P(C3C=CC=CC=3)C3C=CC=CC=3)C=CC=2)OC2C(P(C3C=CC=CC=3)C3C=CC=CC=3)=CC=CC1=2. Product: [Br:22][C:20]1[CH:21]=[C:16]([NH:13][C:11]2[CH:12]=[C:6]3[CH2:5][N:4]([CH2:3][CH:2]([F:1])[F:14])[CH2:9][CH2:8][N:7]3[N:10]=2)[C:17](=[O:24])[N:18]([CH3:23])[CH:19]=1. The catalyst class is: 102.